This data is from Full USPTO retrosynthesis dataset with 1.9M reactions from patents (1976-2016). The task is: Predict the reactants needed to synthesize the given product. (1) Given the product [Cl:20][CH2:21][CH2:22][CH2:23][CH:24]([C:28]1[CH:33]=[CH:32][C:31]([F:34])=[CH:30][CH:29]=1)[C:25]([NH:10][NH:9][C:7](=[O:8])[C:6]1[CH:11]=[CH:12][C:13]([C:14]2[O:18][C:17]([CH3:19])=[N:16][CH:15]=2)=[C:4]([O:3][CH3:2])[CH:5]=1)=[O:26], predict the reactants needed to synthesize it. The reactants are: Cl.[CH3:2][O:3][C:4]1[CH:5]=[C:6]([CH:11]=[CH:12][C:13]=1[C:14]1[O:18][C:17]([CH3:19])=[N:16][CH:15]=1)[C:7]([NH:9][NH2:10])=[O:8].[Cl:20][CH2:21][CH2:22][CH2:23][CH:24]([C:28]1[CH:33]=[CH:32][C:31]([F:34])=[CH:30][CH:29]=1)[C:25](O)=[O:26].CCN=C=NCCCN(C)C.C1C=CC2N(O)N=NC=2C=1.C(N(CC)CC)C. (2) Given the product [ClH:3].[Cl:3][CH:28]([C:22]1[CH:23]=[N:24][C:25]2[C:20]([CH:21]=1)=[CH:19][CH:18]=[C:17]([NH:16][C:14](=[O:15])[C:13]1[CH:31]=[CH:32][C:10]([O:9][CH2:8][CH:5]3[CH2:7][CH2:6]3)=[CH:11][CH:12]=1)[C:26]=2[CH3:27])[CH3:29], predict the reactants needed to synthesize it. The reactants are: S(Cl)([Cl:3])=O.[CH:5]1([CH2:8][O:9][C:10]2[CH:32]=[CH:31][C:13]([C:14]([NH:16][C:17]3[C:26]([CH3:27])=[C:25]4[C:20]([CH:21]=[C:22]([CH:28](O)[CH3:29])[CH:23]=[N:24]4)=[CH:19][CH:18]=3)=[O:15])=[CH:12][CH:11]=2)[CH2:7][CH2:6]1. (3) Given the product [Cl:1][C:2]1[CH:3]=[CH:4][C:5]([CH:8]=[CH:9][CH2:10][NH2:11])=[CH:6][CH:7]=1, predict the reactants needed to synthesize it. The reactants are: [Cl:1][C:2]1[CH:7]=[CH:6][C:5]([C:8]#[C:9][CH2:10][NH2:11])=[CH:4][CH:3]=1.CCN(CC)CC.